This data is from Full USPTO retrosynthesis dataset with 1.9M reactions from patents (1976-2016). The task is: Predict the reactants needed to synthesize the given product. (1) The reactants are: [C:1]([C:4]1[CH:9]=[CH:8][CH:7]=[CH:6][N:5]=1)(=O)[CH3:2].[CH3:10][N:11]([C:13]1[CH:18]=[CH:17][CH:16]=[CH:15][N:14]=1)[NH2:12]. Given the product [CH3:10][N:11]([C:13]1[CH:18]=[CH:17][CH:16]=[CH:15][N:14]=1)[N:12]=[C:1]([C:4]1[CH:9]=[CH:8][CH:7]=[CH:6][N:5]=1)[CH3:2], predict the reactants needed to synthesize it. (2) Given the product [CH3:19][CH:9]([O:8][CH:5]1[CH2:4][CH2:3][NH:2][CH2:7][CH2:6]1)[C:10]1[CH:11]=[C:12]([NH2:16])[CH:13]=[CH:14][CH:15]=1, predict the reactants needed to synthesize it. The reactants are: C[N:2]1[CH2:7][CH2:6][CH:5]([O:8][CH2:9][C:10]2[CH:15]=[CH:14][CH:13]=[C:12]([N+:16]([O-])=O)[CH:11]=2)[CH2:4][CH2:3]1.[C:19](O)(=O)C. (3) Given the product [Cl:10][C:11]1[CH:16]=[CH:15][CH:14]=[CH:13][C:12]=1[C:17]1[CH:28]=[C:27]2[C:23]([C:24]([CH2:30][CH2:31][OH:36])=[CH:25][N:26]2[CH3:29])=[C:22]2[C:18]=1[C:19](=[O:33])[NH:20][C:21]2=[O:32], predict the reactants needed to synthesize it. The reactants are: B1C2CCCC1CCC2.[Cl:10][C:11]1[CH:16]=[CH:15][CH:14]=[CH:13][C:12]=1[C:17]1[CH:28]=[C:27]2[C:23]([C:24]([CH:30]=[CH2:31])=[CH:25][N:26]2[CH3:29])=[C:22]2[C:18]=1[C:19](=[O:33])[NH:20][C:21]2=[O:32].C([O-])(=[O:36])C.[Na+].OO. (4) Given the product [CH3:1][C:2]1[C:6]([C:7]2[CH:8]=[CH:9][C:10]3[N:11]([C:13]([C:16]([NH:18][C:19]4[CH:24]=[C:23]([C:25]5[N:29]=[C:28]([CH3:30])[O:27][N:26]=5)[CH:22]=[CH:21][C:20]=4[CH3:31])=[O:17])=[CH:14][N:15]=3)[CH:12]=2)=[C:5]([CH3:32])[N:4]([S:34]([CH3:33])(=[O:36])=[O:35])[N:3]=1, predict the reactants needed to synthesize it. The reactants are: [CH3:1][C:2]1[C:6]([C:7]2[CH:8]=[CH:9][C:10]3[N:11]([C:13]([C:16]([NH:18][C:19]4[CH:24]=[C:23]([C:25]5[N:29]=[C:28]([CH3:30])[O:27][N:26]=5)[CH:22]=[CH:21][C:20]=4[CH3:31])=[O:17])=[CH:14][N:15]=3)[CH:12]=2)=[C:5]([CH3:32])[NH:4][N:3]=1.[CH3:33][S:34](Cl)(=[O:36])=[O:35]. (5) Given the product [CH2:35]([NH:34][C:32]([N:31]1[CH:27]([CH2:28][CH:29]=[CH2:30])[CH2:26][C:25](=[O:42])[N:24]2[CH:11]([CH2:12][C:13]3[CH:14]=[CH:15][C:51]([OH:53])=[CH:17][CH:18]=3)[C:9](=[O:10])[N:8]([CH2:1][C:2]3[CH:3]=[CH:4][CH:5]=[CH:6][CH:7]=3)[CH2:43][CH:44]12)=[O:33])[C:36]1[CH:37]=[CH:38][CH:39]=[CH:40][CH:41]=1, predict the reactants needed to synthesize it. The reactants are: [CH2:1]([N:8]([CH2:43][CH:44](OCC)OCC)[C:9]([CH:11]([NH:24][C:25](=[O:42])[CH2:26][CH:27]([NH:31][C:32]([NH:34][CH2:35][C:36]1[CH:41]=[CH:40][CH:39]=[CH:38][CH:37]=1)=[O:33])[CH2:28][CH:29]=[CH2:30])[CH2:12][C:13]1[CH:18]=[CH:17]C(OC(C)(C)C)=[CH:15][CH:14]=1)=[O:10])[C:2]1[CH:7]=[CH:6][CH:5]=[CH:4][CH:3]=1.[CH:51]([OH:53])=O. (6) Given the product [CH3:3][Si:2]([CH3:5])([CH3:4])[O:6][CH2:7][C:8]1[CH:9]=[CH:10][C:11]([C:12]([O:14][CH3:15])=[O:13])=[CH:16][CH:17]=1, predict the reactants needed to synthesize it. The reactants are: Cl[Si:2]([CH3:5])([CH3:4])[CH3:3].[OH:6][CH2:7][C:8]1[CH:17]=[CH:16][C:11]([C:12]([O:14][CH3:15])=[O:13])=[CH:10][CH:9]=1.C(N(CC)CC)C. (7) Given the product [NH:9]1[C:13]2[CH:14]=[CH:15][CH:16]=[CH:17][C:12]=2[N:11]=[C:10]1[N:18]1[CH:24]2[CH2:25][CH2:26][N:21]([CH2:22][CH2:23]2)[CH2:20][CH2:19]1, predict the reactants needed to synthesize it. The reactants are: Cl.C(OC([N:9]1[C:13]2[CH:14]=[CH:15][CH:16]=[CH:17][C:12]=2[N:11]=[C:10]1[N:18]1[CH:24]2[CH2:25][CH2:26][N:21]([CH2:22][CH2:23]2)[CH2:20][CH2:19]1)=O)(C)(C)C. (8) Given the product [CH3:1][NH:2][C:3]1[C:4]([NH2:10])=[CH:5][CH:6]=[C:7]([CH3:9])[CH:8]=1, predict the reactants needed to synthesize it. The reactants are: [CH3:1][NH:2][C:3]1[CH:8]=[C:7]([CH3:9])[CH:6]=[CH:5][C:4]=1[N+:10]([O-])=O.[H][H]. (9) Given the product [O:2]=[C:3]1[C:5]2[CH:22]=[CH:21][CH:20]=[CH:19][C:6]=2[O:7][CH2:8][C@@H:9]2[CH2:10][CH2:11][C@H:12]([C:15]([O:17][CH3:18])=[O:16])[CH2:13][N:14]12, predict the reactants needed to synthesize it. The reactants are: C[O:2][C:3]([C:5]1[CH:22]=[CH:21][CH:20]=[CH:19][C:6]=1[O:7][CH2:8][C@@H:9]1[NH:14][CH2:13][C@@H:12]([C:15]([O:17][CH3:18])=[O:16])[CH2:11][CH2:10]1)=O.C[Al](C)C.